This data is from Full USPTO retrosynthesis dataset with 1.9M reactions from patents (1976-2016). The task is: Predict the reactants needed to synthesize the given product. (1) Given the product [CH2:33]([O:23][C:22](=[O:24])[C:21]1[CH:25]=[CH:26][C:18]([NH:17][C:15](=[O:16])[C:14]2[CH:29]=[CH:30][CH:31]=[C:12]([NH:11][S:8]([C:4]3[CH:5]=[CH:6][CH:7]=[C:2]([Cl:1])[CH:3]=3)(=[O:9])=[O:10])[CH:13]=2)=[CH:19][C:20]=1[O:27][CH3:28])[CH3:38], predict the reactants needed to synthesize it. The reactants are: [Cl:1][C:2]1[CH:3]=[C:4]([S:8]([NH:11][C:12]2[CH:13]=[C:14]([CH:29]=[CH:30][CH:31]=2)[C:15]([NH:17][C:18]2[CH:26]=[CH:25][C:21]([C:22]([OH:24])=[O:23])=[C:20]([O:27][CH3:28])[CH:19]=2)=[O:16])(=[O:10])=[O:9])[CH:5]=[CH:6][CH:7]=1.Cl[C:33]1C=C(S(Cl)(=O)=O)C=C[CH:38]=1. (2) Given the product [CH2:19]([O:18][C:15]1[CH:14]=[CH:13][C:12]([C:11](=[O:10])[CH2:2][C:1]#[N:3])=[CH:17][CH:16]=1)[C:20]1[CH:21]=[CH:22][CH:23]=[CH:24][CH:25]=1, predict the reactants needed to synthesize it. The reactants are: [C:1](#[N:3])[CH3:2].[Li+].CCC[CH2-].C[O:10][C:11](=O)[C:12]1[CH:17]=[CH:16][C:15]([O:18][CH2:19][C:20]2[CH:25]=[CH:24][CH:23]=[CH:22][CH:21]=2)=[CH:14][CH:13]=1. (3) Given the product [O:1]1[CH2:6][CH2:5][CH2:4][CH2:3][CH:2]1[O:7][C:8]1[CH:9]=[C:10]([CH2:17][C:27]#[N:28])[C:11]2[O:15][CH:14]=[CH:13][C:12]=2[CH:16]=1, predict the reactants needed to synthesize it. The reactants are: [O:1]1[CH2:6][CH2:5][CH2:4][CH2:3][CH:2]1[O:7][C:8]1[CH:9]=[C:10]([CH:17]=O)[C:11]2[O:15][CH:14]=[CH:13][C:12]=2[CH:16]=1.[C-]#N.[Li+].O1CCCC1.[C:27](P(=O)(OCC)OCC)#[N:28].C(O)(C)(C)C. (4) Given the product [CH2:15]([O:22][C:23](=[O:31])[NH:24][C@H:25]1[CH2:28][C@@H:27]([CH2:29][N:32]2[CH2:37][CH2:36][S:35](=[O:39])(=[O:38])[CH2:34][CH2:33]2)[CH2:26]1)[C:16]1[CH:21]=[CH:20][CH:19]=[CH:18][CH:17]=1, predict the reactants needed to synthesize it. The reactants are: C(O[BH-](OC(=O)C)OC(=O)C)(=O)C.[Na+].[CH2:15]([O:22][C:23](=[O:31])[NH:24][C@H:25]1[CH2:28][C@@H:27]([CH:29]=O)[CH2:26]1)[C:16]1[CH:21]=[CH:20][CH:19]=[CH:18][CH:17]=1.[NH:32]1[CH2:37][CH2:36][S:35](=[O:39])(=[O:38])[CH2:34][CH2:33]1.